From a dataset of Forward reaction prediction with 1.9M reactions from USPTO patents (1976-2016). Predict the product of the given reaction. Given the reactants [N:1]([C@@H:4]([C@@H:40]([C:49]1[CH:54]=[CH:53][C:52]([Cl:55])=[CH:51][CH:50]=1)[C:41]1[CH:46]=[C:45]([F:47])[CH:44]=[C:43]([F:48])[CH:42]=1)[C:5]([NH:7][C:8]1[CH:9]=[N:10][CH:11]=[C:12]([F:39])[C:13]=1[CH2:14][CH2:15][C@H:16]1[O:21][CH2:20][C@@H:19]([CH2:22][O:23][C:24](=[O:31])[NH:25][CH2:26][C:27]([F:30])([F:29])[F:28])[N:18]([C:32]([O:34][C:35]([CH3:38])([CH3:37])[CH3:36])=[O:33])[CH2:17]1)=[O:6])=[N+]=[N-].C1(P(C2C=CC=CC=2)C2C=CC=CC=2)C=CC=CC=1.O, predict the reaction product. The product is: [NH2:1][C@@H:4]([C@@H:40]([C:49]1[CH:54]=[CH:53][C:52]([Cl:55])=[CH:51][CH:50]=1)[C:41]1[CH:42]=[C:43]([F:48])[CH:44]=[C:45]([F:47])[CH:46]=1)[C:5]([NH:7][C:8]1[CH:9]=[N:10][CH:11]=[C:12]([F:39])[C:13]=1[CH2:14][CH2:15][C@H:16]1[O:21][CH2:20][C@@H:19]([CH2:22][O:23][C:24](=[O:31])[NH:25][CH2:26][C:27]([F:30])([F:28])[F:29])[N:18]([C:32]([O:34][C:35]([CH3:36])([CH3:37])[CH3:38])=[O:33])[CH2:17]1)=[O:6].